The task is: Predict the product of the given reaction.. This data is from Forward reaction prediction with 1.9M reactions from USPTO patents (1976-2016). (1) Given the reactants [NH:1]([S:8]([C:11]1[CH:19]=[CH:18][C:14]([N+:15]([O-:17])=[O:16])=[CH:13][CH:12]=1)(=[O:10])=[O:9])[C@H:2]([C:4]([O:6][CH3:7])=[O:5])[CH3:3].[NH:20]([C:36]([O:38][C:39]([CH3:42])([CH3:41])[CH3:40])=[O:37])[C@H:21]([C:23]([NH:25][C@H:26]([C:28]([NH:30][CH2:31][CH2:32][CH2:33][CH2:34]O)=[O:29])[CH3:27])=[O:24])[CH3:22].C1C=CC(P(C2C=CC=CC=2)C2C=CC=CC=2)=CC=1.CC(OC(/N=N/C(OC(C)C)=O)=O)C, predict the reaction product. The product is: [NH:20]([C:36]([O:38][C:39]([CH3:42])([CH3:40])[CH3:41])=[O:37])[C@H:21]([C:23]([NH:25][C@H:26]([C:28]([NH:30][CH2:31][CH2:32][CH2:33][CH2:34][N:1]([S:8]([C:11]1[CH:19]=[CH:18][C:14]([N+:15]([O-:17])=[O:16])=[CH:13][CH:12]=1)(=[O:9])=[O:10])[C@H:2]([C:4]([O:6][CH3:7])=[O:5])[CH3:3])=[O:29])[CH3:27])=[O:24])[CH3:22]. (2) The product is: [Cl:22][C:21]1[C:16]2[N:15]=[C:14]3[N:8]([C:5]4[CH:6]=[CH:7][C:2]([N:57]([CH3:58])[CH3:56])=[CH:3][C:4]=4[CH3:28])[CH2:9][CH2:10][CH2:11][CH2:12][N:13]3[C:17]=2[C:18]([CH:23]([CH2:26][CH3:27])[CH2:24][CH3:25])=[CH:19][CH:20]=1. Given the reactants Br[C:2]1[CH:7]=[CH:6][C:5]([N:8]2[C:14]3=[N:15][C:16]4[C:21]([Cl:22])=[CH:20][CH:19]=[C:18]([CH:23]([CH2:26][CH3:27])[CH2:24][CH3:25])[C:17]=4[N:13]3[CH2:12][CH2:11][CH2:10][CH2:9]2)=[C:4]([CH3:28])[CH:3]=1.CC(C)([O-])C.[Na+].C(P(C(C)(C)C)C1C=CC=CC=1C1C=CC=CC=1)(C)(C)C.[CH3:56][NH:57][CH3:58], predict the reaction product. (3) Given the reactants C(OC([N:8]1[CH2:13][CH2:12][N:11]([N:14]2[C:18](=[O:19])[CH2:17][S:16][C:15]2=[O:20])[CH2:10][CH2:9]1)=O)(C)(C)C.[Cl:21][C:22]1[CH:39]=[CH:38][C:25]([CH2:26][N:27]2[C:35]3[C:30](=[CH:31][C:32]([CH:36]=O)=[CH:33][CH:34]=3)[CH:29]=[N:28]2)=[C:24]([C:40]([F:43])([F:42])[F:41])[CH:23]=1, predict the reaction product. The product is: [Cl:21][C:22]1[CH:39]=[CH:38][C:25]([CH2:26][N:27]2[C:35]3[C:30](=[CH:31][C:32](/[CH:36]=[C:17]4/[C:18](=[O:19])[N:14]([N:11]5[CH2:10][CH2:9][NH:8][CH2:13][CH2:12]5)[C:15](=[O:20])[S:16]/4)=[CH:33][CH:34]=3)[CH:29]=[N:28]2)=[C:24]([C:40]([F:41])([F:43])[F:42])[CH:23]=1. (4) Given the reactants F[C:2]1[CH:30]=[CH:29][C:5]([C:6]([NH:8][CH2:9][C:10](=[O:28])[NH:11][CH:12]2[CH2:15][N:14]([CH:16]3[CH2:21][CH2:20][CH:19]([C:22]4[CH:27]=[CH:26][CH:25]=[CH:24][CH:23]=4)[CH2:18][CH2:17]3)[CH2:13]2)=[O:7])=[CH:4][C:3]=1[C:31]([F:34])([F:33])[F:32].[NH2:35][CH2:36][CH2:37][OH:38], predict the reaction product. The product is: [OH:38][CH2:37][CH2:36][NH:35][C:2]1[CH:30]=[CH:29][C:5]([C:6]([NH:8][CH2:9][C:10](=[O:28])[NH:11][CH:12]2[CH2:13][N:14]([CH:16]3[CH2:21][CH2:20][CH:19]([C:22]4[CH:27]=[CH:26][CH:25]=[CH:24][CH:23]=4)[CH2:18][CH2:17]3)[CH2:15]2)=[O:7])=[CH:4][C:3]=1[C:31]([F:34])([F:33])[F:32]. (5) Given the reactants C[O:2][C:3]([C:5]1[C:14]2[O:13][CH2:12][CH:11]([C:15]3[CH:16]=[N:17][CH:18]=[C:19]([C:21]4([OH:27])[CH2:26][CH2:25][O:24][CH2:23][CH2:22]4)[CH:20]=3)[O:10][C:9]=2[CH:8]=[CH:7][CH:6]=1)=O.[NH3:28].CO, predict the reaction product. The product is: [OH:27][C:21]1([C:19]2[CH:20]=[C:15]([CH:11]3[O:10][C:9]4[CH:8]=[CH:7][CH:6]=[C:5]([C:3]([NH2:28])=[O:2])[C:14]=4[O:13][CH2:12]3)[CH:16]=[N:17][CH:18]=2)[CH2:26][CH2:25][O:24][CH2:23][CH2:22]1. (6) The product is: [CH2:1]([O:3][C:4]([C:6]1[O:7][C:8]([C:11]2[N:12]([CH2:31][C:30]3[CH:33]=[CH:34][C:27]([F:26])=[CH:28][CH:29]=3)[C:13]3[C:18]([CH:19]=2)=[CH:17][C:16]([S:20]([CH3:23])(=[O:22])=[O:21])=[CH:15][CH:14]=3)=[CH:9][CH:10]=1)=[O:5])[CH3:2]. Given the reactants [CH2:1]([O:3][C:4]([C:6]1[O:7][C:8]([C:11]2[NH:12][C:13]3[C:18]([CH:19]=2)=[CH:17][C:16]([S:20]([CH3:23])(=[O:22])=[O:21])=[CH:15][CH:14]=3)=[CH:9][CH:10]=1)=[O:5])[CH3:2].[H-].[Na+].[F:26][C:27]1[CH:34]=[CH:33][C:30]([CH2:31]Br)=[CH:29][CH:28]=1.O, predict the reaction product. (7) Given the reactants [CH:1]([O:4][C:5]([N:7]1[C:16]2[C:11](=[CH:12][C:13]([C:17]([F:20])([F:19])[F:18])=[CH:14][CH:15]=2)[C@H:10]([N:21]([C:37]2[N:38]=[N:39][N:40]([CH:42]3[CH2:45][N:44](C(C4C=CC=CC=4)C4C=CC=CC=4)[CH2:43]3)[N:41]=2)[CH2:22][C:23]2[CH:28]=[C:27]([C:29]([F:32])([F:31])[F:30])[CH:26]=[C:25]([C:33]([F:36])([F:35])[F:34])[CH:24]=2)[CH2:9][C@@H:8]1[CH3:59])=[O:6])([CH3:3])[CH3:2], predict the reaction product. The product is: [CH:1]([O:4][C:5]([N:7]1[C:16]2[C:11](=[CH:12][C:13]([C:17]([F:19])([F:20])[F:18])=[CH:14][CH:15]=2)[C@H:10]([N:21]([C:37]2[N:38]=[N:39][N:40]([CH:42]3[CH2:43][NH:44][CH2:45]3)[N:41]=2)[CH2:22][C:23]2[CH:28]=[C:27]([C:29]([F:30])([F:31])[F:32])[CH:26]=[C:25]([C:33]([F:35])([F:36])[F:34])[CH:24]=2)[CH2:9][C@@H:8]1[CH3:59])=[O:6])([CH3:3])[CH3:2].